Dataset: Reaction yield outcomes from USPTO patents with 853,638 reactions. Task: Predict the reaction yield, written as a fraction of the theoretical maximum amount of product (1.0 means a 100% yield; for example, 0.34 means a 34% yield). (1) The reactants are [C:1]1([CH3:22])[CH:6]=[CH:5][CH:4]=[C:3]([N:7]2[C:15]3[C:10](=[C:11]([N:16]4[CH2:20][CH2:19][NH:18][C:17]4=[O:21])[CH:12]=[CH:13][CH:14]=3)[CH:9]=[N:8]2)[CH:2]=1.[H-].[Na+].Br[CH2:26][C:27]([O:29][C:30]([CH3:33])([CH3:32])[CH3:31])=[O:28]. The catalyst is O1CCCC1. The product is [O:21]=[C:17]1[N:16]([C:11]2[CH:12]=[CH:13][CH:14]=[C:15]3[C:10]=2[CH:9]=[N:8][N:7]3[C:3]2[CH:2]=[C:1]([CH3:22])[CH:6]=[CH:5][CH:4]=2)[CH2:20][CH2:19][N:18]1[CH2:26][C:27]([O:29][C:30]([CH3:33])([CH3:32])[CH3:31])=[O:28]. The yield is 0.770. (2) The reactants are Cl.[CH3:2][O:3][C:4](=[O:9])[C@H:5]([CH2:7][OH:8])[NH2:6].Cl[C:11]([O:13][CH2:14][C:15]1[CH:20]=[CH:19][CH:18]=[CH:17][CH:16]=1)=[O:12].[OH-].[Na+]. The catalyst is O. The product is [OH:8][CH2:7][C@H:5]([NH:6][C:11]([O:13][CH2:14][C:15]1[CH:20]=[CH:19][CH:18]=[CH:17][CH:16]=1)=[O:12])[C:4]([O:3][CH3:2])=[O:9]. The yield is 0.950.